Dataset: Catalyst prediction with 721,799 reactions and 888 catalyst types from USPTO. Task: Predict which catalyst facilitates the given reaction. Reactant: [Br:1][C:2]1[C:3]([O:11][CH3:12])=[C:4]2[C:8](=[CH:9][CH:10]=1)[NH:7][N:6]=[CH:5]2.[H-].[Na+].Cl[CH2:16][O:17][CH2:18][CH2:19][Si:20]([CH3:23])([CH3:22])[CH3:21]. Product: [Br:1][C:2]1[C:3]([O:11][CH3:12])=[C:4]2[C:8](=[CH:9][CH:10]=1)[N:7]([CH2:16][O:17][CH2:18][CH2:19][Si:20]([CH3:23])([CH3:22])[CH3:21])[N:6]=[CH:5]2. The catalyst class is: 1.